Dataset: Peptide-MHC class II binding affinity with 134,281 pairs from IEDB. Task: Regression. Given a peptide amino acid sequence and an MHC pseudo amino acid sequence, predict their binding affinity value. This is MHC class II binding data. (1) The peptide sequence is DLGRNEVVNDVSTFS. The MHC is DRB1_0301 with pseudo-sequence DRB1_0301. The binding affinity (normalized) is 0.512. (2) The peptide sequence is IPFVHLGHRDALEDD. The MHC is HLA-DPA10201-DPB10501 with pseudo-sequence HLA-DPA10201-DPB10501. The binding affinity (normalized) is 0.110.